The task is: Predict the reaction yield, written as a fraction of the theoretical maximum amount of product (1.0 means a 100% yield; for example, 0.34 means a 34% yield).. This data is from Reaction yield outcomes from USPTO patents with 853,638 reactions. (1) The reactants are [OH-].[Na+].C1COCC1.[Br:8][C:9]1[C:17]2[S:16][C:15]([C:18]([O:20]CC)=[O:19])=[CH:14][C:13]=2[C:12]([F:23])=[CH:11][CH:10]=1.Cl. The catalyst is O.CO. The product is [Br:8][C:9]1[C:17]2[S:16][C:15]([C:18]([OH:20])=[O:19])=[CH:14][C:13]=2[C:12]([F:23])=[CH:11][CH:10]=1. The yield is 0.770. (2) The reactants are [N:1]1[CH:6]=[CH:5][CH:4]=[C:3]([O:7][C:8]2[N:13]=[CH:12][C:11]([CH:14]=O)=[CH:10][CH:9]=2)[CH:2]=1.[N+:16]([CH3:19])([O-:18])=[O:17].C([O-])(=O)C.[NH4+].[BH4-].[Na+]. The catalyst is O.C(O)(=O)C. The product is [N+:16]([CH2:19][CH2:14][C:11]1[CH:10]=[CH:9][C:8]([O:7][C:3]2[CH:2]=[N:1][CH:6]=[CH:5][CH:4]=2)=[N:13][CH:12]=1)([O-:18])=[O:17]. The yield is 0.260.